From a dataset of Reaction yield outcomes from USPTO patents with 853,638 reactions. Predict the reaction yield, written as a fraction of the theoretical maximum amount of product (1.0 means a 100% yield; for example, 0.34 means a 34% yield). (1) The reactants are C(OC([NH:8][C@H:9]([C:13]1[NH:14][C:15]([C:18]2[CH:23]=[CH:22][C:21]([C:24]3[CH:29]=[CH:28][C:27]([C:30]4[NH:34][C:33]([C@@H:35]5[CH2:39][CH2:38][CH2:37][N:36]5C(OC(C)(C)C)=O)=[N:32][CH:31]=4)=[CH:26][CH:25]=3)=[CH:20][CH:19]=2)=[CH:16][N:17]=1)[CH:10]([CH3:12])[CH3:11])=O)(C)(C)C.C(O)(C(F)(F)F)=O. The catalyst is C(Cl)Cl. The product is [CH3:11][CH:10]([CH3:12])[C@@H:9]([C:13]1[NH:14][C:15]([C:18]2[CH:23]=[CH:22][C:21]([C:24]3[CH:29]=[CH:28][C:27]([C:30]4[NH:34][C:33]([C@@H:35]5[CH2:39][CH2:38][CH2:37][NH:36]5)=[N:32][CH:31]=4)=[CH:26][CH:25]=3)=[CH:20][CH:19]=2)=[CH:16][N:17]=1)[NH2:8]. The yield is 0.910. (2) The reactants are C(N(CC)CC)C.[OH:8][CH2:9][CH:10]1[CH2:13][N:12]([C:14]([O:16][C:17]([CH3:20])([CH3:19])[CH3:18])=[O:15])[CH2:11]1.[CH3:21][S:22](Cl)(=[O:24])=[O:23]. The catalyst is O1CCCC1. The product is [CH3:21][S:22]([O:8][CH2:9][CH:10]1[CH2:13][N:12]([C:14]([O:16][C:17]([CH3:20])([CH3:19])[CH3:18])=[O:15])[CH2:11]1)(=[O:24])=[O:23]. The yield is 0.920. (3) The reactants are [CH:1]12[CH2:7][CH:4]([CH:5]=[CH:6]1)[C:3](=[O:8])[NH:2]2.N1C=CC=CC=1.[C:15](Cl)(=[O:19])[CH:16]([CH3:18])[CH3:17].O. The catalyst is C(#N)C. The product is [C:15]([N:2]1[C:3](=[O:8])[CH:4]2[CH2:7][CH:1]1[CH:6]=[CH:5]2)(=[O:19])[CH:16]([CH3:18])[CH3:17]. The yield is 0.760. (4) The product is [C:1]([NH:5][C:6]1[N:13]=[C:12]([O:14][C:15]2[CH:20]=[CH:19][C:18]3[B:21]([OH:25])[O:22][CH2:23][C:17]=3[CH:16]=2)[CH:11]=[CH:10][C:7]=1[C:8]#[N:9])([CH3:3])([CH3:2])[CH3:4]. The catalyst is CN(C=O)C. The yield is 0.560. The reactants are [C:1]([NH:5][C:6]1[N:13]=[C:12]([O:14][C:15]2[CH:20]=[CH:19][C:18]([B:21]3[O:25]C(C)(C)[C:23](C)(C)[O:22]3)=[C:17](C=O)[CH:16]=2)[CH:11]=[CH:10][C:7]=1[C:8]#[N:9])([CH3:4])([CH3:3])[CH3:2].[BH4-].[Na+].Cl. (5) The reactants are [CH3:1][O:2][C:3]1[CH:45]=[CH:44][C:6]([CH2:7][N:8]([CH2:35][C:36]2[CH:41]=[CH:40][C:39]([O:42][CH3:43])=[CH:38][CH:37]=2)[C:9]2[N:14]=[C:13]([CH3:15])[N:12]=[C:11]([C:16]3[CH:17]=[C:18]([CH:32](O)[CH3:33])[CH:19]=[N:20][C:21]=3[NH:22][C:23]3[CH:24]=[N:25][C:26]([O:30][CH3:31])=[C:27]([F:29])[CH:28]=3)[N:10]=2)=[CH:5][CH:4]=1.P([N:62]=[N+:63]=[N-:64])(OC1C=CC=CC=1)(OC1C=CC=CC=1)=O.N12CCCN=C1CCCCC2. The catalyst is C1(C)C=CC=CC=1.CCOC(C)=O. The product is [N:62]([CH:32]([C:18]1[CH:17]=[C:16]([C:11]2[N:12]=[C:13]([CH3:15])[N:14]=[C:9]([N:8]([CH2:7][C:6]3[CH:44]=[CH:45][C:3]([O:2][CH3:1])=[CH:4][CH:5]=3)[CH2:35][C:36]3[CH:37]=[CH:38][C:39]([O:42][CH3:43])=[CH:40][CH:41]=3)[N:10]=2)[C:21]([NH:22][C:23]2[CH:24]=[N:25][C:26]([O:30][CH3:31])=[C:27]([F:29])[CH:28]=2)=[N:20][CH:19]=1)[CH3:33])=[N+:63]=[N-:64]. The yield is 1.00. (6) The catalyst is Cl. The yield is 0.920. The reactants are C([O:3][C:4]([C:6]1[N:7]=[C:8]2[C:13]([C:14]([F:17])([F:16])[F:15])=[CH:12][C:11]([Br:18])=[CH:10][N:9]2[C:19]=1[Cl:20])=[O:5])C.C(#N)C. The product is [Br:18][C:11]1[CH:12]=[C:13]([C:14]([F:16])([F:17])[F:15])[C:8]2[N:9]([C:19]([Cl:20])=[C:6]([C:4]([OH:5])=[O:3])[N:7]=2)[CH:10]=1. (7) The reactants are [CH:1]([C:4]1[CH:9]=[C:8]([O:10][CH3:11])[CH:7]=[CH:6][C:5]=1[OH:12])([CH3:3])[CH3:2].[C:13]1([CH3:23])[CH:18]=[CH:17][C:16]([S:19](Cl)(=[O:21])=[O:20])=[CH:15][CH:14]=1.O. The catalyst is C(Cl)Cl. The yield is 0.740. The product is [CH:1]([C:4]1[CH:9]=[C:8]([O:10][CH3:11])[CH:7]=[CH:6][C:5]=1[O:12][S:19]([C:16]1[CH:17]=[CH:18][C:13]([CH3:23])=[CH:14][CH:15]=1)(=[O:21])=[O:20])([CH3:3])[CH3:2].